From a dataset of Full USPTO retrosynthesis dataset with 1.9M reactions from patents (1976-2016). Predict the reactants needed to synthesize the given product. (1) The reactants are: [NH2:1][C:2]1[CH:7]=[CH:6][CH:5]=[CH:4][CH:3]=1.I[C:9]([F:18])([C:14]([F:17])([F:16])[F:15])[C:10]([F:13])([F:12])[F:11].S([O-])([O-])(=O)=S.[Na+].[Na+].C(=O)([O-])O.[Na+]. Given the product [F:18][C:9]([C:5]1[CH:6]=[CH:7][C:2]([NH2:1])=[CH:3][CH:4]=1)([C:14]([F:17])([F:16])[F:15])[C:10]([F:13])([F:12])[F:11], predict the reactants needed to synthesize it. (2) Given the product [NH2:18][CH2:17][C@H:16]([N:12]1[CH:13]=[CH:14][C:10]([C:8]2[CH:7]=[CH:6][C:3]([C:4]#[N:5])=[C:2]([Cl:1])[CH:9]=2)=[N:11]1)[CH3:26], predict the reactants needed to synthesize it. The reactants are: [Cl:1][C:2]1[CH:9]=[C:8]([C:10]2[CH:14]=[CH:13][NH:12][N:11]=2)[CH:7]=[CH:6][C:3]=1[C:4]#[N:5].O[C@H:16]([CH3:26])[CH2:17][NH:18]C(=O)OC(C)(C)C.